Dataset: Full USPTO retrosynthesis dataset with 1.9M reactions from patents (1976-2016). Task: Predict the reactants needed to synthesize the given product. (1) Given the product [C:23]([O:27][C:28](=[O:51])[NH:29][C@@H:30]([CH2:46][CH2:47][CH2:48][CH2:49][NH:50][C:1]([O:11][CH2:10][C:9]1[CH:12]=[CH:13][C:6]([Br:5])=[CH:7][CH:8]=1)=[O:2])[C:31]([N:33]([CH2:34][C:35]1[S:36][CH:37]=[CH:38][CH:39]=1)[CH2:40][C:41]1[S:42][CH:43]=[CH:44][CH:45]=1)=[O:32])([CH3:26])([CH3:24])[CH3:25], predict the reactants needed to synthesize it. The reactants are: [C:1](Cl)(Cl)=[O:2].[Br:5][C:6]1[CH:13]=[CH:12][C:9]([CH2:10][OH:11])=[CH:8][CH:7]=1.C(N(CC)C(C)C)(C)C.[C:23]([O:27][C:28](=[O:51])[NH:29][C@@H:30]([CH2:46][CH2:47][CH2:48][CH2:49][NH2:50])[C:31]([N:33]([CH2:40][C:41]1[S:42][CH:43]=[CH:44][CH:45]=1)[CH2:34][C:35]1[S:36][CH:37]=[CH:38][CH:39]=1)=[O:32])([CH3:26])([CH3:25])[CH3:24]. (2) Given the product [F:1][C:2]1[CH:3]=[C:4]([C:8]2[CH:13]=[CH:12][C:11]([F:14])=[C:10]([C:15]([NH:17][C:18]3[CH:19]=[C:20]([CH:26]=[CH:27][CH:28]=3)[O:21][CH2:22][C:23]([NH2:31])=[O:24])=[O:16])[CH:9]=2)[CH:5]=[CH:6][CH:7]=1, predict the reactants needed to synthesize it. The reactants are: [F:1][C:2]1[CH:3]=[C:4]([C:8]2[CH:13]=[CH:12][C:11]([F:14])=[C:10]([C:15]([NH:17][C:18]3[CH:19]=[C:20]([CH:26]=[CH:27][CH:28]=3)[O:21][CH2:22][C:23](O)=[O:24])=[O:16])[CH:9]=2)[CH:5]=[CH:6][CH:7]=1.C(N1C=CN=C1)([N:31]1C=CN=C1)=O.N. (3) Given the product [Cl:6][C:7]1[CH:16]=[CH:15][C:14]2[C:9](=[C:10]([N+:17]([O-:19])=[O:18])[CH:11]=[CH:12][CH:13]=2)[N:8]=1, predict the reactants needed to synthesize it. The reactants are: OS(O)(=O)=O.[Cl:6][C:7]1[CH:16]=[CH:15][C:14]2[C:9](=[CH:10][CH:11]=[CH:12][CH:13]=2)[N:8]=1.[N+:17]([O-])([O-:19])=[O:18].[K+]. (4) The reactants are: Cl[CH2:2]I.[C:4]1([CH2:10][N:11]2[CH2:16][CH:15]=[C:14]([NH:17][C:18](=[O:24])[O:19][C:20]([CH3:23])([CH3:22])[CH3:21])[CH2:13][CH2:12]2)[CH:9]=[CH:8][CH:7]=[CH:6][CH:5]=1. Given the product [C:4]1([CH2:10][N:11]2[CH2:12][CH2:13][C:14]3([NH:17][C:18](=[O:24])[O:19][C:20]([CH3:21])([CH3:23])[CH3:22])[CH:15]([CH2:2]3)[CH2:16]2)[CH:5]=[CH:6][CH:7]=[CH:8][CH:9]=1, predict the reactants needed to synthesize it. (5) Given the product [F:8][C:5]1[CH:4]=[N:3][C:2]([C:17]2[CH:18]=[C:19]([NH2:23])[CH:20]=[CH:21][CH:22]=2)=[N:7][CH:6]=1, predict the reactants needed to synthesize it. The reactants are: Cl[C:2]1[N:7]=[CH:6][C:5]([F:8])=[CH:4][N:3]=1.CC1(C)C(C)(C)OB([C:17]2[CH:18]=[C:19]([NH2:23])[CH:20]=[CH:21][CH:22]=2)O1.P([O-])([O-])([O-])=O.[K+].[K+].[K+]. (6) Given the product [CH3:1][C:2]1[C:7]([CH:8]([CH2:13][CH2:14][CH3:15])[C:9]([OH:11])=[O:10])=[C:6]([C:16]2[CH:17]=[C:18]3[C:22](=[CH:23][CH:24]=2)[CH2:21][CH2:20][C:19]3=[O:25])[N:5]=[C:4]([C:26]2[CH:31]=[CH:30][CH:29]=[CH:28][CH:27]=2)[N:3]=1, predict the reactants needed to synthesize it. The reactants are: [CH3:1][C:2]1[C:7]([CH:8]([CH2:13][CH2:14][CH3:15])[C:9]([O:11]C)=[O:10])=[C:6]([C:16]2[CH:17]=[C:18]3[C:22](=[CH:23][CH:24]=2)[CH2:21][CH2:20][C:19]3=[O:25])[N:5]=[C:4]([C:26]2[CH:31]=[CH:30][CH:29]=[CH:28][CH:27]=2)[N:3]=1.[OH-].[Na+].